Dataset: Catalyst prediction with 721,799 reactions and 888 catalyst types from USPTO. Task: Predict which catalyst facilitates the given reaction. (1) Reactant: [NH:1]1[CH:5]=[CH:4][N:3]=[C:2]1[CH2:6][N:7]([CH2:14][C:15]1[CH:39]=[CH:38][C:18]([CH2:19][N:20]2[C@H:24]([C:25]([OH:27])=[O:26])[CH2:23][C:22]3([CH2:32][CH2:31][N:30]([CH2:33][C:34]([CH3:37])([CH3:36])[CH3:35])[CH2:29][CH2:28]3)[CH2:21]2)=[CH:17][CH:16]=1)[CH2:8][C:9]1[NH:10][CH:11]=[CH:12][N:13]=1.O[CH2:41][C:42]([N:44]([CH3:46])[CH3:45])=[O:43].C(N(C(C)C)CC)(C)C.C(=O)([O-])O.[Na+]. Product: [NH:1]1[CH:5]=[CH:4][N:3]=[C:2]1[CH2:6][N:7]([CH2:14][C:15]1[CH:16]=[CH:17][C:18]([CH2:19][N:20]2[C@H:24]([C:25]([O:27][CH2:41][C:42]([N:44]([CH3:46])[CH3:45])=[O:43])=[O:26])[CH2:23][C:22]3([CH2:32][CH2:31][N:30]([CH2:33][C:34]([CH3:35])([CH3:36])[CH3:37])[CH2:29][CH2:28]3)[CH2:21]2)=[CH:38][CH:39]=1)[CH2:8][C:9]1[NH:13][CH:12]=[CH:11][N:10]=1. The catalyst class is: 9. (2) Reactant: [CH2:1]([O:8][C:9]1[N:16]=[CH:15][CH:14]=[CH:13][C:10]=1[C:11]#N)[C:2]1[CH:7]=[CH:6][CH:5]=[CH:4][CH:3]=1.C1(C)C=CC=CC=1.[H-].C([Al+]CC(C)C)C(C)C.[Cl-].[NH4+].C(OCC)(=[O:38])C. Product: [CH2:1]([O:8][C:9]1[N:16]=[CH:15][CH:14]=[CH:13][C:10]=1[CH:11]=[O:38])[C:2]1[CH:7]=[CH:6][CH:5]=[CH:4][CH:3]=1. The catalyst class is: 81. (3) Reactant: [CH3:1][S:2][C:3]1[NH:8][C:7](=[O:9])[C:6]([CH2:10][CH2:11][OH:12])=[C:5]([CH3:13])[N:4]=1.[H-].[Na+].[CH3:16]I. Product: [CH3:1][S:2][C:3]1[N:8]([CH3:16])[C:7](=[O:9])[C:6]([CH2:10][CH2:11][OH:12])=[C:5]([CH3:13])[N:4]=1. The catalyst class is: 3. (4) Reactant: [Cl:1][C:2]1[CH:8]=[CH:7][C:6]([F:9])=[CH:5][C:3]=1[NH2:4].[Na+].[N+]([C:14]1[CH:15]=C(S([O-])(=O)=O)C=C[CH:19]=1)([O-])=O.S(=O)(=O)(O)O. Product: [F:9][C:6]1[CH:7]=[CH:8][C:2]([Cl:1])=[C:3]2[C:5]=1[CH:19]=[CH:14][CH:15]=[N:4]2. The catalyst class is: 610. (5) Reactant: [OH:1][CH2:2][CH2:3][C@H:4]1[CH2:13][CH2:12][C:11]2[CH:10]=[C:9]([C@H:14]3[CH2:23][CH2:22][C@@:16]4([NH:20][C:19](=[O:21])[O:18][CH2:17]4)[CH2:15]3)[CH:8]=[CH:7][C:6]=2[CH2:5]1.[C:24]1([CH3:34])[CH:29]=[CH:28][C:27]([S:30](Cl)(=[O:32])=[O:31])=[CH:26][CH:25]=1. Product: [CH3:34][C:24]1[CH:29]=[CH:28][C:27]([S:30]([O:1][CH2:2][CH2:3][C@H:4]2[CH2:13][CH2:12][C:11]3[C:6](=[CH:7][CH:8]=[C:9]([C@H:14]4[CH2:23][CH2:22][C@@:16]5([NH:20][C:19](=[O:21])[O:18][CH2:17]5)[CH2:15]4)[CH:10]=3)[CH2:5]2)(=[O:32])=[O:31])=[CH:26][CH:25]=1. The catalyst class is: 17. (6) Reactant: [CH:1]1[CH:2]=[CH:3][C:4]2[S:9][N:8]=[C:7]([N:10]3[CH2:15][CH2:14][N:13]([CH2:16][C@H:17]4[C@H:22]([CH2:23][N:24]5[C:34](=[O:35])[C@H:33]6[C@H:27]([C@H:28]7[CH2:32][C@@H:31]6[CH2:30][CH2:29]7)[C:25]5=[O:26])[CH2:21][CH2:20][CH2:19][CH2:18]4)[CH2:12][CH2:11]3)[C:5]=2[CH:6]=1.[ClH:36]. Product: [CH:1]1[CH:2]=[CH:3][C:4]2[S:9][N:8]=[C:7]([N:10]3[CH2:15][CH2:14][N:13]([CH2:16][C@H:17]4[C@H:22]([CH2:23][N:24]5[C:34](=[O:35])[C@H:33]6[C@H:27]([C@H:28]7[CH2:32][C@@H:31]6[CH2:30][CH2:29]7)[C:25]5=[O:26])[CH2:21][CH2:20][CH2:19][CH2:18]4)[CH2:12][CH2:11]3)[C:5]=2[CH:6]=1.[ClH:36]. The catalyst class is: 13. (7) Reactant: [H-].[Na+].[NH2:3][C@@H:4]1[C:13]2[C:8](=[CH:9][CH:10]=[CH:11][CH:12]=2)[C@H:7]([OH:14])[CH2:6][CH2:5]1.[CH2:15]([N:18]([CH2:29][CH:30]=[CH2:31])[C:19]1[N:23]2[CH:24]=[C:25](F)[CH:26]=[CH:27][C:22]2=[N:21][N:20]=1)[CH:16]=[CH2:17]. Product: [NH2:3][C@@H:4]1[C:13]2[C:8](=[CH:9][CH:10]=[CH:11][CH:12]=2)[C@H:7]([O:14][C:25]2[CH:26]=[CH:27][C:22]3[N:23]([C:19]([N:18](/[CH:29]=[CH:30]/[CH3:31])/[CH:15]=[CH:16]/[CH3:17])=[N:20][N:21]=3)[CH:24]=2)[CH2:6][CH2:5]1. The catalyst class is: 3. (8) Reactant: Br[C:2]1[C:3]([NH2:9])=[N:4][C:5]([Cl:8])=[CH:6][N:7]=1.[O-:10][CH2:11][CH3:12].[Na+]. Product: [Cl:8][C:5]1[N:4]=[C:3]([NH2:9])[C:2]([O:10][CH2:11][CH3:12])=[N:7][CH:6]=1. The catalyst class is: 511. (9) Reactant: [Br:1][C:2]1[CH:3]=[C:4]([C:23]#[N:24])[C:5]([C:15]2[CH:20]=[C:19]([Cl:21])[CH:18]=[CH:17][C:16]=2[CH3:22])=[C:6]([C:8]2[CH:13]=[CH:12][C:11]([OH:14])=[CH:10][CH:9]=2)[CH:7]=1.[NH2:25][OH:26]. Product: [Br:1][C:2]1[CH:3]=[C:4]([C:23](=[N:25][OH:26])[NH2:24])[C:5]([C:15]2[CH:20]=[C:19]([Cl:21])[CH:18]=[CH:17][C:16]=2[CH3:22])=[C:6]([C:8]2[CH:13]=[CH:12][C:11]([OH:14])=[CH:10][CH:9]=2)[CH:7]=1. The catalyst class is: 5.